Dataset: Reaction yield outcomes from USPTO patents with 853,638 reactions. Task: Predict the reaction yield, written as a fraction of the theoretical maximum amount of product (1.0 means a 100% yield; for example, 0.34 means a 34% yield). (1) The reactants are [S:1]1[CH:5]=[CH:4][CH:3]=[C:2]1[C:6]1[CH2:7][C@@H:8]2[N:14]([CH:15]=1)[C:13](=[O:16])[C:12]1[CH:17]=[C:18]([O:60][CH3:61])[C:19]([O:21][CH2:22][CH2:23][CH2:24][O:25][C:26]3[C:57]([O:58][CH3:59])=[CH:56][C:29]4[C:30](=[O:55])[N:31]5[CH:46]=[C:45]([O:47][S:48]([C:51]([F:54])([F:53])[F:52])(=[O:50])=[O:49])[CH2:44][C@H:32]5[C:33](=[O:43])[N:34]([CH2:35][O:36][CH2:37][CH2:38][Si:39]([CH3:42])([CH3:41])[CH3:40])[C:28]=4[CH:27]=3)=[CH:20][C:11]=1[N:10]([CH2:62][O:63][CH2:64][CH2:65][Si:66]([CH3:69])([CH3:68])[CH3:67])[C:9]2=[O:70].C([O-])([O-])=O.[Na+].[Na+].[CH3:77][CH2:78]OC(C)=O. The catalyst is C1(C)C=CC=CC=1.CCO.O.C1C=CC([P]([Pd]([P](C2C=CC=CC=2)(C2C=CC=CC=2)C2C=CC=CC=2)([P](C2C=CC=CC=2)(C2C=CC=CC=2)C2C=CC=CC=2)[P](C2C=CC=CC=2)(C2C=CC=CC=2)C2C=CC=CC=2)(C2C=CC=CC=2)C2C=CC=CC=2)=CC=1. The product is [S:1]1[CH:5]=[CH:4][CH:3]=[C:2]1[C:6]1[CH2:7][C@@H:8]2[N:14]([CH:15]=1)[C:13](=[O:16])[C:12]1[CH:17]=[C:18]([O:60][CH3:61])[C:19]([O:21][CH2:22][CH2:23][CH:24]([O:25][C:26]3[C:57]([O:58][CH3:59])=[CH:56][C:29]4[C:30](=[O:55])[N:31]5[CH:46]=[C:45]([O:47][S:48]([C:51]([F:54])([F:53])[F:52])(=[O:49])=[O:50])[CH2:44][C@H:32]5[C:33](=[O:43])[N:34]([CH2:35][O:36][CH2:37][CH2:38][Si:39]([CH3:42])([CH3:40])[CH3:41])[C:28]=4[CH:27]=3)[CH2:77][CH3:78])=[CH:20][C:11]=1[N:10]([CH2:62][O:63][CH2:64][CH2:65][Si:66]([CH3:67])([CH3:68])[CH3:69])[C:9]2=[O:70]. The yield is 0.750. (2) The reactants are Br[C:2]1[CH:3]=[C:4]([O:24][CH3:25])[CH:5]=[C:6]2[C:11]=1[N:10]=[C:9]([C:12]([OH:14])=O)[CH:8]=[C:7]2[O:15][CH2:16][O:17][CH2:18][CH2:19][Si:20]([CH3:23])([CH3:22])[CH3:21].[N:26]1([C:32]2[CH:37]=[CH:36][C:35]([NH-:38])=[CH:34][CH:33]=2)[CH2:31][CH2:30][O:29][CH2:28][CH2:27]1.[CH3:39][N:40]1[CH2:46][CH2:45][CH2:44][NH:43][CH2:42][CH2:41]1.C1C=CC(P(C2C(C3C(P(C4C=CC=CC=4)C4C=CC=CC=4)=CC=C4C=3C=CC=C4)=C3C(C=CC=C3)=CC=2)C2C=CC=CC=2)=CC=1.C(=O)([O-])[O-].[Cs+].[Cs+]. The catalyst is C1(C)C=CC=CC=1. The product is [N:26]1([C:32]2[CH:33]=[CH:34][C:35]([NH:38][C:12]([C:9]3[CH:8]=[C:7]([O:15][CH2:16][O:17][CH2:18][CH2:19][Si:20]([CH3:23])([CH3:22])[CH3:21])[C:6]4[C:11](=[C:2]([N:43]5[CH2:44][CH2:45][CH2:46][N:40]([CH3:39])[CH2:41][CH2:42]5)[CH:3]=[C:4]([O:24][CH3:25])[CH:5]=4)[N:10]=3)=[O:14])=[CH:36][CH:37]=2)[CH2:27][CH2:28][O:29][CH2:30][CH2:31]1. The yield is 0.810. (3) The reactants are [Cl:1][C:2]1[CH:45]=[CH:44][C:5]([CH2:6][N:7]2[C:15]3[C:14](=[O:16])[N:13]([CH2:17][CH2:18][O:19]C4CCCCO4)[C:12](=[O:26])[N:11]([CH3:27])[C:10]=3[N:9]=[C:8]2[O:28][CH2:29][CH2:30][CH2:31][O:32][C:33]2[CH:38]=[CH:37][CH:36]=[C:35]([O:39][C:40]([F:43])([F:42])[F:41])[CH:34]=2)=[CH:4][CH:3]=1.C(Cl)(=O)C. The catalyst is C(O)C. The product is [Cl:1][C:2]1[CH:3]=[CH:4][C:5]([CH2:6][N:7]2[C:15]3[C:14](=[O:16])[N:13]([CH2:17][CH2:18][OH:19])[C:12](=[O:26])[N:11]([CH3:27])[C:10]=3[N:9]=[C:8]2[O:28][CH2:29][CH2:30][CH2:31][O:32][C:33]2[CH:38]=[CH:37][CH:36]=[C:35]([O:39][C:40]([F:43])([F:41])[F:42])[CH:34]=2)=[CH:44][CH:45]=1. The yield is 0.392. (4) The reactants are [O:1]1[C:5]2=[N:6][CH:7]=[CH:8][CH:9]=[C:4]2[CH:3]=[CH:2]1.[C:10]([O:14][C:15]([N:17]1[CH2:22][CH2:21][CH2:20][CH2:19][CH:18]1[C:23](=[O:28])N(OC)C)=[O:16])([CH3:13])([CH3:12])[CH3:11].[Cl-].[NH4+]. The catalyst is C1COCC1. The product is [C:10]([O:14][C:15]([N:17]1[CH2:22][CH2:21][CH2:20][CH2:19][CH:18]1[C:23]([C:2]1[O:1][C:5]2=[N:6][CH:7]=[CH:8][CH:9]=[C:4]2[CH:3]=1)=[O:28])=[O:16])([CH3:13])([CH3:12])[CH3:11]. The yield is 0.320. (5) The reactants are [Cl:1][C:2]1[CH:3]=[C:4]([NH2:20])[CH:5]=[C:6]([Cl:19])[C:7]=1[O:8][C:9]1[S:10][C:11]2[CH:17]=[C:16]([Cl:18])[CH:15]=[CH:14][C:12]=2[N:13]=1.Cl[C:22]1[CH:23]=[C:24]([S:32](Cl)(=[O:34])=[O:33])[CH:25]=[CH:26][C:27]=1[C:28]([F:31])([F:30])[F:29].O.[ClH:37]. The catalyst is N1C=CC=CC=1. The product is [Cl:37][C:25]1[CH:26]=[C:27]([C:28]([F:31])([F:30])[F:29])[CH:22]=[CH:23][C:24]=1[S:32]([NH:20][C:4]1[CH:3]=[C:2]([Cl:1])[C:7]([O:8][C:9]2[S:10][C:11]3[CH:17]=[C:16]([Cl:18])[CH:15]=[CH:14][C:12]=3[N:13]=2)=[C:6]([Cl:19])[CH:5]=1)(=[O:34])=[O:33]. The yield is 0.650. (6) The reactants are [Br:1][C:2]1[CH:7]=[CH:6][CH:5]=[CH:4][C:3]=1[N:8]=[C:9]=[O:10].[C:11]([C:15]1[CH:22]=[CH:21][C:18]([CH2:19][NH2:20])=[CH:17][CH:16]=1)([CH3:14])([CH3:13])[CH3:12].[C:23](Cl)(=[O:28])[CH2:24][C:25](Cl)=[O:26]. The catalyst is ClCCl. The product is [Br:1][C:2]1[CH:7]=[CH:6][CH:5]=[CH:4][C:3]=1[N:8]1[C:25](=[O:26])[CH2:24][C:23](=[O:28])[N:20]([CH2:19][C:18]2[CH:17]=[CH:16][C:15]([C:11]([CH3:14])([CH3:12])[CH3:13])=[CH:22][CH:21]=2)[C:9]1=[O:10]. The yield is 0.720.